This data is from Forward reaction prediction with 1.9M reactions from USPTO patents (1976-2016). The task is: Predict the product of the given reaction. (1) Given the reactants [CH3:1][O:2][C:3]([C:5]1[NH:15][C:8]2=[N:9][CH:10]=[C:11]([CH:13]=O)[CH:12]=[C:7]2[CH:6]=1)=[O:4].C1([P+](C2C=CC=CC=2)(C2C=CC=CC=2)[CH2:23][C:24]2[CH:29]=[CH:28][CH:27]=[C:26]([C:30](=[O:42])[NH:31][C:32]3[CH:37]=[CH:36][CH:35]=[C:34]([C:38]([F:41])([F:40])[F:39])[CH:33]=3)[CH:25]=2)C=CC=CC=1.[Li+].[OH-], predict the reaction product. The product is: [CH3:1][O:2][C:3]([C:5]1[NH:15][C:8]2=[N:9][CH:10]=[C:11]([CH:13]=[CH:23][C:24]3[CH:29]=[CH:28][CH:27]=[C:26]([C:30](=[O:42])[NH:31][C:32]4[CH:37]=[CH:36][CH:35]=[C:34]([C:38]([F:39])([F:40])[F:41])[CH:33]=4)[CH:25]=3)[CH:12]=[C:7]2[CH:6]=1)=[O:4]. (2) Given the reactants C[O:2][C:3](=[O:23])[C:4]1[CH:9]=[CH:8][C:7]([CH3:10])=[C:6]([N:11]2[CH:15]=[C:14]([C:16]3[CH:17]=[N:18][CH:19]=[CH:20][CH:21]=3)[N:13]=[C:12]2S)[CH:5]=1.[N+]([O-])(O)=O.N([O-])=O.[Na+].[OH-].[Na+], predict the reaction product. The product is: [CH3:10][C:7]1[CH:8]=[CH:9][C:4]([C:3]([OH:23])=[O:2])=[CH:5][C:6]=1[N:11]1[CH:15]=[C:14]([C:16]2[CH:17]=[N:18][CH:19]=[CH:20][CH:21]=2)[N:13]=[CH:12]1.